From a dataset of NCI-60 drug combinations with 297,098 pairs across 59 cell lines. Regression. Given two drug SMILES strings and cell line genomic features, predict the synergy score measuring deviation from expected non-interaction effect. (1) Drug 1: CC1=C(C=C(C=C1)C(=O)NC2=CC(=CC(=C2)C(F)(F)F)N3C=C(N=C3)C)NC4=NC=CC(=N4)C5=CN=CC=C5. Drug 2: C1C(C(OC1N2C=NC(=NC2=O)N)CO)O. Cell line: SK-MEL-28. Synergy scores: CSS=-1.99, Synergy_ZIP=1.51, Synergy_Bliss=0.791, Synergy_Loewe=0.198, Synergy_HSA=-2.45. (2) Cell line: HCT116. Drug 2: C1C(C(OC1N2C=C(C(=O)NC2=O)F)CO)O. Drug 1: C1=CC(=CC=C1CCCC(=O)O)N(CCCl)CCCl. Synergy scores: CSS=61.4, Synergy_ZIP=-1.34, Synergy_Bliss=-1.55, Synergy_Loewe=1.73, Synergy_HSA=4.01. (3) Drug 1: CC1=C(C=C(C=C1)NC2=NC=CC(=N2)N(C)C3=CC4=NN(C(=C4C=C3)C)C)S(=O)(=O)N.Cl. Drug 2: CC1C(C(=O)NC(C(=O)N2CCCC2C(=O)N(CC(=O)N(C(C(=O)O1)C(C)C)C)C)C(C)C)NC(=O)C3=C4C(=C(C=C3)C)OC5=C(C(=O)C(=C(C5=N4)C(=O)NC6C(OC(=O)C(N(C(=O)CN(C(=O)C7CCCN7C(=O)C(NC6=O)C(C)C)C)C)C(C)C)C)N)C. Cell line: SK-OV-3. Synergy scores: CSS=4.85, Synergy_ZIP=7.85, Synergy_Bliss=12.8, Synergy_Loewe=11.2, Synergy_HSA=10.6. (4) Drug 1: CC12CCC3C(C1CCC2=O)CC(=C)C4=CC(=O)C=CC34C. Drug 2: C1=C(C(=O)NC(=O)N1)F. Cell line: T-47D. Synergy scores: CSS=34.9, Synergy_ZIP=-5.92, Synergy_Bliss=-7.98, Synergy_Loewe=-4.35, Synergy_HSA=-3.12. (5) Drug 1: CC1OCC2C(O1)C(C(C(O2)OC3C4COC(=O)C4C(C5=CC6=C(C=C35)OCO6)C7=CC(=C(C(=C7)OC)O)OC)O)O. Drug 2: CC1=C2C(C(=O)C3(C(CC4C(C3C(C(C2(C)C)(CC1OC(=O)C(C(C5=CC=CC=C5)NC(=O)OC(C)(C)C)O)O)OC(=O)C6=CC=CC=C6)(CO4)OC(=O)C)O)C)O. Cell line: CAKI-1. Synergy scores: CSS=58.1, Synergy_ZIP=-9.73, Synergy_Bliss=-4.65, Synergy_Loewe=-2.98, Synergy_HSA=1.05. (6) Drug 1: CC1=CC=C(C=C1)C2=CC(=NN2C3=CC=C(C=C3)S(=O)(=O)N)C(F)(F)F. Drug 2: C1=CN(C=N1)CC(O)(P(=O)(O)O)P(=O)(O)O. Cell line: HOP-92. Synergy scores: CSS=-0.484, Synergy_ZIP=1.31, Synergy_Bliss=4.12, Synergy_Loewe=-0.138, Synergy_HSA=-0.376. (7) Drug 1: CC1C(C(CC(O1)OC2CC(CC3=C2C(=C4C(=C3O)C(=O)C5=C(C4=O)C(=CC=C5)OC)O)(C(=O)CO)O)N)O.Cl. Drug 2: B(C(CC(C)C)NC(=O)C(CC1=CC=CC=C1)NC(=O)C2=NC=CN=C2)(O)O. Cell line: UO-31. Synergy scores: CSS=37.1, Synergy_ZIP=-0.318, Synergy_Bliss=0.428, Synergy_Loewe=-30.6, Synergy_HSA=0.211. (8) Drug 1: CCCS(=O)(=O)NC1=C(C(=C(C=C1)F)C(=O)C2=CNC3=C2C=C(C=N3)C4=CC=C(C=C4)Cl)F. Drug 2: C1=NC(=NC(=O)N1C2C(C(C(O2)CO)O)O)N. Cell line: RPMI-8226. Synergy scores: CSS=25.0, Synergy_ZIP=5.78, Synergy_Bliss=10.8, Synergy_Loewe=-12.9, Synergy_HSA=5.44. (9) Drug 1: C1=C(C(=O)NC(=O)N1)F. Drug 2: CNC(=O)C1=NC=CC(=C1)OC2=CC=C(C=C2)NC(=O)NC3=CC(=C(C=C3)Cl)C(F)(F)F. Cell line: SF-539. Synergy scores: CSS=49.7, Synergy_ZIP=-10.7, Synergy_Bliss=-16.4, Synergy_Loewe=-13.6, Synergy_HSA=-11.4. (10) Drug 1: CC1C(C(CC(O1)OC2CC(OC(C2O)C)OC3=CC4=CC5=C(C(=O)C(C(C5)C(C(=O)C(C(C)O)O)OC)OC6CC(C(C(O6)C)O)OC7CC(C(C(O7)C)O)OC8CC(C(C(O8)C)O)(C)O)C(=C4C(=C3C)O)O)O)O. Drug 2: C1CNP(=O)(OC1)N(CCCl)CCCl. Cell line: SK-MEL-5. Synergy scores: CSS=6.58, Synergy_ZIP=0.365, Synergy_Bliss=-2.30, Synergy_Loewe=-63.8, Synergy_HSA=-2.88.